This data is from Forward reaction prediction with 1.9M reactions from USPTO patents (1976-2016). The task is: Predict the product of the given reaction. (1) Given the reactants C([O:3][C:4](=O)[CH2:5][CH2:6][C@H:7]1[CH2:12][CH2:11][C@H:10]([N:13]([C:15]([O:17][C:18]([CH3:21])([CH3:20])[CH3:19])=[O:16])[CH3:14])[CH2:9][CH2:8]1)C.[Li+].[BH4-].Cl, predict the reaction product. The product is: [C:18]([O:17][C:15](=[O:16])[N:13]([C@H:10]1[CH2:9][CH2:8][C@H:7]([CH2:6][CH2:5][CH2:4][OH:3])[CH2:12][CH2:11]1)[CH3:14])([CH3:19])([CH3:21])[CH3:20]. (2) Given the reactants CC1(C)N([Br:7])C(=O)N(Br)C1=O.N(C(C)(C)C#N)=NC(C)(C)C#N.[Br:24][C:25]1[CH:30]=[C:29]([CH3:31])[CH:28]=[C:27]([O:32][CH3:33])[CH:26]=1.S([O-])([O-])(=O)=S.[Na+].[Na+], predict the reaction product. The product is: [Br:24][C:25]1[CH:26]=[C:27]([O:32][CH3:33])[CH:28]=[C:29]([CH2:31][Br:7])[CH:30]=1. (3) Given the reactants [CH2:1]([CH:5]=O)[CH2:2][CH:3]=O.[CH3:7][O:8][C:9]([CH2:11][C:12]([CH2:14][C:15]([O:17][CH3:18])=[O:16])=[O:13])=[O:10].[CH3:19][NH2:20], predict the reaction product. The product is: [CH3:19][N:20]1[CH:3]2[CH2:2][CH2:1][CH:5]1[CH:11]([C:9]([O:8][CH3:7])=[O:10])[C:12](=[O:13])[CH:14]2[C:15]([O:17][CH3:18])=[O:16]. (4) Given the reactants C([O:3][C:4]([C:6]1[C:7]([O:18][C:19]2[CH:24]=[CH:23][CH:22]=[CH:21][C:20]=2[CH3:25])=[N:8][C:9]([C:12]2[CH:17]=[CH:16][N:15]=[CH:14][CH:13]=2)=[N:10][CH:11]=1)=[O:5])C.[OH-].[Na+].Cl, predict the reaction product. The product is: [N:15]1[CH:16]=[CH:17][C:12]([C:9]2[N:8]=[C:7]([O:18][C:19]3[CH:24]=[CH:23][CH:22]=[CH:21][C:20]=3[CH3:25])[C:6]([C:4]([OH:5])=[O:3])=[CH:11][N:10]=2)=[CH:13][CH:14]=1. (5) Given the reactants [Br:1][C:2]1[CH:11]=[CH:10][C:5]2[C:6](=[O:9])[CH2:7][O:8][C:4]=2[CH:3]=1.[BH4-].[Na+], predict the reaction product. The product is: [Br:1][C:2]1[CH:11]=[CH:10][C:5]2[CH:6]([OH:9])[CH2:7][O:8][C:4]=2[CH:3]=1.